Dataset: Forward reaction prediction with 1.9M reactions from USPTO patents (1976-2016). Task: Predict the product of the given reaction. (1) Given the reactants C(O[C:6](=O)[NH:7][CH2:8][C@@H:9]1C[C@H:10]1[C:12]1[CH:17]=[CH:16][C:15]([C:18]2[CH:23]=[CH:22][C:21]([F:24])=[CH:20][CH:19]=2)=[CH:14][CH:13]=1)(C)(C)C.C(O)(C(F)(F)F)=O.[ClH:33].CCOCC, predict the reaction product. The product is: [ClH:33].[F:24][C:21]1[CH:20]=[CH:19][C:18]([C:15]2[CH:16]=[CH:17][C:12]([C@@H:10]3[CH2:9][C@H:8]3[NH:7][CH3:6])=[CH:13][CH:14]=2)=[CH:23][CH:22]=1. (2) Given the reactants [Cl:1][C:2]1[CH:7]=[CH:6][C:5]([C:8]2([CH3:39])[C:12]([C:14]3[CH:19]=[CH:18][C:17]([Cl:20])=[CH:16][CH:15]=3)([CH3:13])[N:11]([C:21](Cl)=[O:22])[C:10]([C:24]3[CH:29]=[CH:28][C:27]([C:30]([CH3:35])([CH3:34])[C:31](=[O:33])[CH3:32])=[CH:26][C:25]=3[O:36][CH2:37][CH3:38])=[N:9]2)=[CH:4][CH:3]=1.Cl.Cl.[CH3:42][S:43]([CH2:46][CH2:47][CH2:48][N:49]1[CH2:54][CH2:53][NH:52][CH2:51][CH2:50]1)(=[O:45])=[O:44], predict the reaction product. The product is: [Cl:1][C:2]1[CH:7]=[CH:6][C:5]([C:8]2([CH3:39])[C:12]([C:14]3[CH:15]=[CH:16][C:17]([Cl:20])=[CH:18][CH:19]=3)([CH3:13])[N:11]([C:21]([N:52]3[CH2:53][CH2:54][N:49]([CH2:48][CH2:47][CH2:46][S:43]([CH3:42])(=[O:44])=[O:45])[CH2:50][CH2:51]3)=[O:22])[C:10]([C:24]3[CH:29]=[CH:28][C:27]([C:30]([CH3:35])([CH3:34])[C:31](=[O:33])[CH3:32])=[CH:26][C:25]=3[O:36][CH2:37][CH3:38])=[N:9]2)=[CH:4][CH:3]=1. (3) Given the reactants [C:1]1([C:25]2[CH:30]=[CH:29][CH:28]=[CH:27][CH:26]=2)[CH:6]=[CH:5][C:4]([CH2:7][C@@H:8]([NH:17]C(OC(C)(C)C)=O)[CH2:9][C@:10]([CH2:15][OH:16])([CH3:14])[C:11](O)=[O:12])=[CH:3][CH:2]=1.C1C=CC2N(O)N=NC=2C=1.CCN=C=NCCCN(C)C.[OH:52][CH2:53][CH2:54][N:55]1[CH2:59][CH2:58][CH2:57][C:56]1=[O:60].CN1CCOCC1.CC#N.Cl, predict the reaction product. The product is: [O:60]=[C:56]1[CH2:57][CH2:58][CH2:59][N:55]1[CH2:54][CH2:53][O:52][C:11](=[O:12])[C@@:10]([CH2:15][OH:16])([CH3:14])[CH2:9][C@H:8]([NH2:17])[CH2:7][C:4]1[CH:5]=[CH:6][C:1]([C:25]2[CH:30]=[CH:29][CH:28]=[CH:27][CH:26]=2)=[CH:2][CH:3]=1.